Dataset: Full USPTO retrosynthesis dataset with 1.9M reactions from patents (1976-2016). Task: Predict the reactants needed to synthesize the given product. (1) Given the product [O:20]=[C:19]1[C:18]2[C:13](=[CH:14][CH:15]=[CH:16][CH:17]=2)[C:12](=[O:21])[N:11]1[CH2:10][CH2:9][CH2:8][N:6]1[CH:7]=[C:3]([CH:2]=[O:1])[N:4]=[N:5]1, predict the reactants needed to synthesize it. The reactants are: [OH:1][CH2:2][C:3]1[N:4]=[N:5][N:6]([CH2:8][CH2:9][CH2:10][N:11]2[C:19](=[O:20])[C:18]3[C:13](=[CH:14][CH:15]=[CH:16][CH:17]=3)[C:12]2=[O:21])[CH:7]=1. (2) Given the product [Br:26][C:27]1[CH:32]=[CH:31][C:30]([NH:33][C:34]2[C:35]([CH:44]([OH:45])[CH2:24][O:23][CH2:21][CH3:22])=[CH:36][C:37]3[NH:41][CH:40]=[N:39][C:38]=3[C:42]=2[F:43])=[C:29]([Cl:46])[CH:28]=1, predict the reactants needed to synthesize it. The reactants are: C(C1C=CC(C2C=CC(C(C)(C)C)=CC=2)=CC=1)(C)(C)C.[CH2:21]([O:23][CH2:24]Cl)[CH3:22].[Br:26][C:27]1[CH:32]=[CH:31][C:30]([NH:33][C:34]2[C:35]([CH:44]=[O:45])=[CH:36][C:37]3[NH:41][CH:40]=[N:39][C:38]=3[C:42]=2[F:43])=[C:29]([Cl:46])[CH:28]=1. (3) Given the product [C:20]1([C:13]2[C:14]3[C:19](=[CH:18][CH:17]=[CH:16][CH:15]=3)[C:10]([NH:9][C:6]3[CH:5]=[CH:4][C:3]([OH:2])=[CH:8][CH:7]=3)=[CH:11][CH:12]=2)[CH:21]=[CH:22][CH:23]=[CH:24][CH:25]=1, predict the reactants needed to synthesize it. The reactants are: C[O:2][C:3]1[CH:8]=[CH:7][C:6]([NH:9][C:10]2[C:19]3[C:14](=[CH:15][CH:16]=[CH:17][CH:18]=3)[C:13]([C:20]3[CH:25]=[CH:24][CH:23]=[CH:22][CH:21]=3)=[CH:12][CH:11]=2)=[CH:5][CH:4]=1.Br.CC(O)=O.